Task: Predict the product of the given reaction.. Dataset: Forward reaction prediction with 1.9M reactions from USPTO patents (1976-2016) (1) Given the reactants [CH:1]([C:3]1[CH:8]=[CH:7][CH:6]=[CH:5][N:4]=1)=[CH2:2].[N+](=[CH:11][C:12]([O:14][CH2:15][CH3:16])=[O:13])=[N-], predict the reaction product. The product is: [N:4]1[CH:5]=[CH:6][CH:7]=[CH:8][C:3]=1[C@@H:1]1[CH2:2][C@H:11]1[C:12]([O:14][CH2:15][CH3:16])=[O:13]. (2) Given the reactants [Br:1][C:2]1[C:10]2[NH:9][N:8]=[CH:7][C:6]=2[C:5]2[CH2:11][N:12]([CH2:21][CH:22]3[CH2:24][CH2:23]3)[C:13](=[O:20])[C@H:14]([CH2:16][C:17]([OH:19])=O)[CH2:15][C:4]=2[CH:3]=1.Cl.[NH:26]1[CH2:31][CH2:30][CH:29]([C:32]2[C:33](=[O:42])[NH:34][C:35]3[C:40]([CH:41]=2)=[CH:39][CH:38]=[CH:37][CH:36]=3)[CH2:28][CH2:27]1.ClC1C2NN=CC=2C2CN(CC(C)(C)C)C(=O)[C@@H](CC(=O)N3CCC(N4CC5C(=CC=CC=5)NC4=O)CC3)CC=2C=1, predict the reaction product. The product is: [Br:1][C:2]1[C:10]2[NH:9][N:8]=[CH:7][C:6]=2[C:5]2[CH2:11][N:12]([CH2:21][CH:22]3[CH2:24][CH2:23]3)[C:13](=[O:20])[C@H:14]([CH2:16][C:17](=[O:19])[N:26]3[CH2:27][CH2:28][CH:29]([C:32]4[C:33](=[O:42])[NH:34][C:35]5[C:40]([CH:41]=4)=[CH:39][CH:38]=[CH:37][CH:36]=5)[CH2:30][CH2:31]3)[CH2:15][C:4]=2[CH:3]=1.